Dataset: Forward reaction prediction with 1.9M reactions from USPTO patents (1976-2016). Task: Predict the product of the given reaction. (1) Given the reactants C(O)(C(F)(F)F)=O.[F:8][C:9]1([F:46])[CH2:11][CH:10]1[C:12]([NH:14][C:15]1[CH:16]=[C:17]2[C:21](=[CH:22][CH:23]=1)[N:20](C1CCCCO1)[N:19]=[C:18]2[C:30]1[NH:34][C:33]2[CH:35]=[CH:36][C:37]([N:39]3[CH2:44][CH2:43][CH:42]([CH3:45])[CH2:41][CH2:40]3)=[CH:38][C:32]=2[N:31]=1)=[O:13], predict the reaction product. The product is: [F:46][C:9]1([F:8])[CH2:11][CH:10]1[C:12]([NH:14][C:15]1[CH:16]=[C:17]2[C:21](=[CH:22][CH:23]=1)[NH:20][N:19]=[C:18]2[C:30]1[NH:34][C:33]2[CH:35]=[CH:36][C:37]([N:39]3[CH2:40][CH2:41][CH:42]([CH3:45])[CH2:43][CH2:44]3)=[CH:38][C:32]=2[N:31]=1)=[O:13]. (2) Given the reactants Br[CH2:2][C:3]([N:5]([C:18]1[CH:23]=[CH:22][C:21]([CH3:24])=[C:20]([CH3:25])[CH:19]=1)[CH2:6][CH2:7][C:8]1[CH:13]=[CH:12][C:11]([C:14]([F:17])([F:16])[F:15])=[CH:10][CH:9]=1)=[O:4].[N:26]1[C:30]2[CH:31]=[CH:32][CH:33]=[CH:34][C:29]=2[NH:28][CH:27]=1.C(=O)([O-])[O-].[K+].[K+], predict the reaction product. The product is: [N:26]1([CH2:2][C:3]([N:5]([C:18]2[CH:23]=[CH:22][C:21]([CH3:24])=[C:20]([CH3:25])[CH:19]=2)[CH2:6][CH2:7][C:8]2[CH:13]=[CH:12][C:11]([C:14]([F:17])([F:16])[F:15])=[CH:10][CH:9]=2)=[O:4])[C:30]2[CH:31]=[CH:32][CH:33]=[CH:34][C:29]=2[N:28]=[CH:27]1. (3) Given the reactants [CH3:1][C:2]1[N:3]=[N:4][N:5]([CH2:7][C:8]2[CH:13]=[C:12]([C:14]([F:17])([F:16])[F:15])[CH:11]=[CH:10][C:9]=2/[CH:18]=[CH:19]/[C:20]([OH:22])=O)[N:6]=1.[CH3:23][C:24]1[O:25][C:26]([C@@H:29]2[CH2:34][CH2:33][CH2:32][CH2:31][NH:30]2)=[N:27][N:28]=1.CCN(C(C)C)C(C)C.C(P1(=O)OP(CCC)(=O)OP(CCC)(=O)O1)CC, predict the reaction product. The product is: [CH3:23][C:24]1[O:25][C:26]([C@@H:29]2[CH2:34][CH2:33][CH2:32][CH2:31][N:30]2[C:20](=[O:22])/[CH:19]=[CH:18]/[C:9]2[CH:10]=[CH:11][C:12]([C:14]([F:15])([F:16])[F:17])=[CH:13][C:8]=2[CH2:7][N:5]2[N:4]=[N:3][C:2]([CH3:1])=[N:6]2)=[N:27][N:28]=1.